Predict the product of the given reaction. From a dataset of Forward reaction prediction with 1.9M reactions from USPTO patents (1976-2016). (1) Given the reactants Cl[C:2]1C=C(C=C[CH:11]=1)C(OO)=[O:6].[CH2:12]([S:14][C:15]1[C:16]([C:20]2[N:32]([CH3:33])[C:23]3=[N:24][CH:25]=[C:26]([C:28]([F:31])([F:30])[F:29])[CH:27]=[C:22]3[N:21]=2)=[CH:17][S:18][CH:19]=1)[CH3:13].C(=O)(O)[O-].[Na+].[S:39]([O-:43])([O-])(=[O:41])=S.[Na+].[Na+], predict the reaction product. The product is: [CH2:12]([S:14]([C:15]1[C:16]([C:20]2[N:32]([CH3:33])[C:23]3=[N:24][CH:25]=[C:26]([C:28]([F:31])([F:29])[F:30])[CH:27]=[C:22]3[N:21]=2)=[CH:17][S:18][CH:19]=1)=[O:6])[CH3:13].[CH2:2]([S:39]([C:15]1[C:16]([C:20]2[N:32]([CH3:33])[C:23]3=[N:24][CH:25]=[C:26]([C:28]([F:31])([F:29])[F:30])[CH:27]=[C:22]3[N:21]=2)=[CH:17][S:18][CH:19]=1)(=[O:43])=[O:41])[CH3:11]. (2) The product is: [C:19]([C:15]1[CH:14]=[C:13]([C@@H:2]([N:36]2[CH2:37][CH:34]([C@@H:29]([C:24]3[CH:23]=[C:22]([F:21])[CH:27]=[C:26]([F:28])[CH:25]=3)[C:30]([F:33])([CH3:31])[CH3:32])[CH2:35]2)[C:3]2[CH:12]=[CH:11][C:6]([C:7]([O:9][CH3:10])=[O:8])=[CH:5][CH:4]=2)[CH:18]=[CH:17][CH:16]=1)#[N:20]. Given the reactants Br[CH:2]([C:13]1[CH:18]=[CH:17][CH:16]=[C:15]([C:19]#[N:20])[CH:14]=1)[C:3]1[CH:12]=[CH:11][C:6]([C:7]([O:9][CH3:10])=[O:8])=[CH:5][CH:4]=1.[F:21][C:22]1[CH:23]=[C:24]([C@H:29]([CH:34]2[CH2:37][NH:36][CH2:35]2)[C:30]([F:33])([CH3:32])[CH3:31])[CH:25]=[C:26]([F:28])[CH:27]=1, predict the reaction product. (3) Given the reactants [NH:1]1[C:5]2[CH:6]=[CH:7][S:8][C:4]=2[CH:3]=[N:2]1.[OH-].[K+].[I:11]I, predict the reaction product. The product is: [I:11][C:3]1[C:4]2[S:8][CH:7]=[CH:6][C:5]=2[NH:1][N:2]=1. (4) Given the reactants [O:1]1[C:11]2=[C:12]3[C:7](=[CH:8][CH:9]=[CH:10]2)[CH:6]([CH2:13][N:14]2[C:22](=[O:23])[C:21]4[C:16](=[CH:17][CH:18]=[CH:19][CH:20]=4)[C:15]2=[O:24])[CH2:5][N:4]3[CH2:3][CH2:2]1.[Br:25]N1C(=O)CCC1=O.O, predict the reaction product. The product is: [Br:25][C:9]1[CH:8]=[C:7]2[C:12]3=[C:11]([O:1][CH2:2][CH2:3][N:4]3[CH2:5][CH:6]2[CH2:13][N:14]2[C:22](=[O:23])[C:21]3[C:16](=[CH:17][CH:18]=[CH:19][CH:20]=3)[C:15]2=[O:24])[CH:10]=1. (5) The product is: [CH3:1][C:2]1([C:15]2[CH:20]=[CH:19][CH:18]=[CH:17][CH:16]=2)[C:6](=[O:7])[CH:5]=[C:4]([CH2:8][CH:9]([S:21][CH2:22][CH2:23][C:24]2[CH:29]=[N:28][CH:27]=[CH:26][N:25]=2)[C:10]2[CH:14]=[CH:13][S:12][CH:11]=2)[O:3]1. Given the reactants [CH3:1][C:2]1([C:15]2[CH:20]=[CH:19][CH:18]=[CH:17][CH:16]=2)[C:6](=[O:7])[CH:5]=[C:4](/[CH:8]=[CH:9]/[C:10]2[CH:14]=[CH:13][S:12][CH:11]=2)[O:3]1.[SH:21][CH2:22][CH2:23][C:24]1[CH:29]=[N:28][CH:27]=[CH:26][N:25]=1, predict the reaction product. (6) Given the reactants [Br:1][C:2]1[CH:7]=[CH:6][C:5]([C:8](=[O:22])[CH2:9][S:10]([CH2:13][C:14]2[CH:19]=[CH:18][C:17]([O:20][CH3:21])=[CH:16][CH:15]=2)(=[O:12])=[O:11])=[CH:4][CH:3]=1.[Br:23][C:24]1[CH:31]=[CH:30][C:27]([CH:28]=O)=[CH:26][CH:25]=1, predict the reaction product. The product is: [Br:1][C:2]1[CH:3]=[CH:4][C:5]([C:8](=[O:22])/[C:9](/[S:10]([CH2:13][C:14]2[CH:15]=[CH:16][C:17]([O:20][CH3:21])=[CH:18][CH:19]=2)(=[O:11])=[O:12])=[CH:28]\[C:27]2[CH:30]=[CH:31][C:24]([Br:23])=[CH:25][CH:26]=2)=[CH:6][CH:7]=1.